Dataset: Full USPTO retrosynthesis dataset with 1.9M reactions from patents (1976-2016). Task: Predict the reactants needed to synthesize the given product. (1) Given the product [S:7]1[C:11]2[CH:12]=[CH:13][CH:14]=[CH:15][C:10]=2[N:9]=[C:8]1[C:16]1[CH:17]=[C:18]([S:21]([Cl:2])(=[O:24])=[O:22])[S:19][CH:20]=1, predict the reactants needed to synthesize it. The reactants are: P(Cl)(Cl)(Cl)(Cl)[Cl:2].[S:7]1[C:11]2[CH:12]=[CH:13][CH:14]=[CH:15][C:10]=2[N:9]=[C:8]1[C:16]1[CH:17]=[C:18]([S:21]([OH:24])(=O)=[O:22])[S:19][CH:20]=1. (2) Given the product [Br:7][C:8]1[CH:13]=[CH:12][N:11]=[C:10]([N:14]([C:4]([CH:1]2[CH2:3][CH2:2]2)=[O:5])[C:15](=[O:21])[O:16][C:17]([CH3:19])([CH3:18])[CH3:20])[CH:9]=1, predict the reactants needed to synthesize it. The reactants are: [CH:1]1([C:4](Cl)=[O:5])[CH2:3][CH2:2]1.[Br:7][C:8]1[CH:13]=[CH:12][N:11]=[C:10]([NH:14][C:15](=[O:21])[O:16][C:17]([CH3:20])([CH3:19])[CH3:18])[CH:9]=1.CCN(CC)CC.O. (3) Given the product [CH2:12]([N+:9]([CH3:11])([CH3:10])[CH2:8][CH2:7][CH2:6][C:5]([O-:14])=[O:4])[CH3:13], predict the reactants needed to synthesize it. The reactants are: [Br-].C([O:4][C:5](=[O:14])[CH2:6][CH2:7][CH2:8][N+:9]([CH2:12][CH3:13])([CH3:11])[CH3:10])C. (4) Given the product [CH3:5][C:2]([C:6]1[CH:11]=[CH:10][CH:9]=[CH:8][CH:7]=1)([CH3:1])[C:3]([O:20][CH3:18])=[O:4], predict the reactants needed to synthesize it. The reactants are: [CH3:1][C:2]([C:6]1[CH:11]=[CH:10][CH:9]=[CH:8][CH:7]=1)([CH3:5])[CH2:3][OH:4].N1C=CC=CC=1.[C:18](OC(=O)C)(=[O:20])C.C(OCC)(=O)C. (5) Given the product [CH2:6]([C:2]1[C:12]2[C:13](=[O:15])[CH2:14][C:9]([CH3:17])([CH3:8])[CH2:10][C:11]=2[NH:4][CH:3]=1)[CH3:7], predict the reactants needed to synthesize it. The reactants are: O=[C:2]([CH2:6][CH3:7])[CH:3]=[N:4]O.[CH3:8][C:9]1([CH3:17])[CH2:14][C:13](=[O:15])[CH2:12][C:11](=O)[CH2:10]1. (6) Given the product [CH3:17][O:16][C:15]1[CH:14]=[CH:13][N:12]=[C:11]2[NH:18][C:8]([C:6]3[CH:5]=[CH:4][N:3]=[C:2]([NH2:31])[N:7]=3)=[CH:9][C:10]=12, predict the reactants needed to synthesize it. The reactants are: Cl[C:2]1[N:7]=[C:6]([C:8]2[N:18](S(C3C=CC=CC=3)(=O)=O)[C:11]3=[N:12][CH:13]=[CH:14][C:15]([O:16][CH3:17])=[C:10]3[CH:9]=2)[CH:5]=[CH:4][N:3]=1.N.CC[N:31](C(C)C)C(C)C.C([O-])([O-])=O.[K+].[K+]. (7) Given the product [C:1]([O:5][C:6](=[O:30])[N:7]([CH2:9][CH:10]1[CH2:19][CH2:18][C:17]2[C:12](=[CH:13][C:14]([S:21]([C:24]3[CH:29]=[CH:28][CH:27]=[CH:26][CH:25]=3)(=[O:23])=[O:22])=[CH:15][CH:16]=2)[O:11]1)[CH3:8])([CH3:4])([CH3:2])[CH3:3], predict the reactants needed to synthesize it. The reactants are: [C:1]([O:5][C:6](=[O:30])[N:7]([CH2:9][CH:10]1[CH2:19][C:18](=O)[C:17]2[C:12](=[CH:13][C:14]([S:21]([C:24]3[CH:29]=[CH:28][CH:27]=[CH:26][CH:25]=3)(=[O:23])=[O:22])=[CH:15][CH:16]=2)[O:11]1)[CH3:8])([CH3:4])([CH3:3])[CH3:2].